From a dataset of Peptide-MHC class I binding affinity with 185,985 pairs from IEDB/IMGT. Regression. Given a peptide amino acid sequence and an MHC pseudo amino acid sequence, predict their binding affinity value. This is MHC class I binding data. (1) The peptide sequence is VYERQPCWY. The MHC is HLA-B15:01 with pseudo-sequence HLA-B15:01. The binding affinity (normalized) is 0.0524. (2) The peptide sequence is AYFSIPLDEEF. The MHC is Mamu-A07 with pseudo-sequence Mamu-A07. The binding affinity (normalized) is 0. (3) The peptide sequence is VGNVYTKF. The MHC is Mamu-B52 with pseudo-sequence Mamu-B52. The binding affinity (normalized) is 0.869. (4) The peptide sequence is ADDSIVTGI. The binding affinity (normalized) is 0.721. The MHC is Mamu-A11 with pseudo-sequence Mamu-A11. (5) The peptide sequence is GLNKIVRMY. The MHC is HLA-A30:02 with pseudo-sequence HLA-A30:02. The binding affinity (normalized) is 0.316. (6) The peptide sequence is AEFEYTIL. The MHC is HLA-A02:03 with pseudo-sequence HLA-A02:03. The binding affinity (normalized) is 0.0245. (7) The peptide sequence is AVIIMAINV. The MHC is HLA-A02:03 with pseudo-sequence HLA-A02:03. The binding affinity (normalized) is 0.268. (8) The peptide sequence is YMYQYIQEL. The MHC is HLA-A02:03 with pseudo-sequence HLA-A02:03. The binding affinity (normalized) is 1.00.